Dataset: Cav3 T-type calcium channel HTS with 100,875 compounds. Task: Binary Classification. Given a drug SMILES string, predict its activity (active/inactive) in a high-throughput screening assay against a specified biological target. The molecule is O=C(Nc1c2c([nH]c1C(OC)=O)cccc2)CN1CCN(CC1)Cc1cc2OCOc2cc1. The result is 0 (inactive).